Dataset: NCI-60 drug combinations with 297,098 pairs across 59 cell lines. Task: Regression. Given two drug SMILES strings and cell line genomic features, predict the synergy score measuring deviation from expected non-interaction effect. (1) Drug 1: C1=NC2=C(N1)C(=S)N=C(N2)N. Drug 2: CC1=C2C(C(=O)C3(C(CC4C(C3C(C(C2(C)C)(CC1OC(=O)C(C(C5=CC=CC=C5)NC(=O)OC(C)(C)C)O)O)OC(=O)C6=CC=CC=C6)(CO4)OC(=O)C)O)C)O. Cell line: MALME-3M. Synergy scores: CSS=33.2, Synergy_ZIP=-0.819, Synergy_Bliss=2.04, Synergy_Loewe=2.43, Synergy_HSA=5.08. (2) Drug 1: CC1=C(C=C(C=C1)NC2=NC=CC(=N2)N(C)C3=CC4=NN(C(=C4C=C3)C)C)S(=O)(=O)N.Cl. Drug 2: CC12CCC3C(C1CCC2=O)CC(=C)C4=CC(=O)C=CC34C. Cell line: SK-OV-3. Synergy scores: CSS=10.4, Synergy_ZIP=2.86, Synergy_Bliss=1.89, Synergy_Loewe=-14.0, Synergy_HSA=0.390. (3) Drug 1: C1CCC(C1)C(CC#N)N2C=C(C=N2)C3=C4C=CNC4=NC=N3. Drug 2: C(CCl)NC(=O)N(CCCl)N=O. Cell line: DU-145. Synergy scores: CSS=2.02, Synergy_ZIP=-1.79, Synergy_Bliss=-0.311, Synergy_Loewe=-9.58, Synergy_HSA=-3.33. (4) Drug 1: CCC1=C2CN3C(=CC4=C(C3=O)COC(=O)C4(CC)O)C2=NC5=C1C=C(C=C5)O. Drug 2: C1=CN(C=N1)CC(O)(P(=O)(O)O)P(=O)(O)O. Cell line: HCT-15. Synergy scores: CSS=26.6, Synergy_ZIP=-9.20, Synergy_Bliss=-3.19, Synergy_Loewe=-67.4, Synergy_HSA=-1.55. (5) Drug 1: CC1=C(N=C(N=C1N)C(CC(=O)N)NCC(C(=O)N)N)C(=O)NC(C(C2=CN=CN2)OC3C(C(C(C(O3)CO)O)O)OC4C(C(C(C(O4)CO)O)OC(=O)N)O)C(=O)NC(C)C(C(C)C(=O)NC(C(C)O)C(=O)NCCC5=NC(=CS5)C6=NC(=CS6)C(=O)NCCC[S+](C)C)O. Drug 2: C1=CC=C(C(=C1)C(C2=CC=C(C=C2)Cl)C(Cl)Cl)Cl. Cell line: SK-MEL-5. Synergy scores: CSS=10.1, Synergy_ZIP=5.85, Synergy_Bliss=17.1, Synergy_Loewe=-12.0, Synergy_HSA=-0.786. (6) Drug 2: C1=NNC2=C1C(=O)NC=N2. Drug 1: CC1CCC2CC(C(=CC=CC=CC(CC(C(=O)C(C(C(=CC(C(=O)CC(OC(=O)C3CCCCN3C(=O)C(=O)C1(O2)O)C(C)CC4CCC(C(C4)OC)O)C)C)O)OC)C)C)C)OC. Cell line: 786-0. Synergy scores: CSS=16.4, Synergy_ZIP=-4.57, Synergy_Bliss=-1.24, Synergy_Loewe=-9.75, Synergy_HSA=-1.09.